From a dataset of Full USPTO retrosynthesis dataset with 1.9M reactions from patents (1976-2016). Predict the reactants needed to synthesize the given product. (1) Given the product [Cl:1][C:2]1[CH:3]=[CH:4][C:5]([O:29][CH:30]([F:32])[F:31])=[C:6]([C:8]2[C:12]([NH:13][C:14]([C:16]3[CH:17]=[N:18][N:19]4[CH:24]=[CH:23][CH:22]=[N:21][C:20]=34)=[O:15])=[CH:11][N:10]([CH2:25][C:26]([N:41]3[CH2:40][CH2:39][N:38]([CH2:37][C:36](=[O:44])[N:35]([CH3:34])[CH3:45])[CH2:43][CH2:42]3)=[O:28])[N:9]=2)[CH:7]=1, predict the reactants needed to synthesize it. The reactants are: [Cl:1][C:2]1[CH:3]=[CH:4][C:5]([O:29][CH:30]([F:32])[F:31])=[C:6]([C:8]2[C:12]([NH:13][C:14]([C:16]3[CH:17]=[N:18][N:19]4[CH:24]=[CH:23][CH:22]=[N:21][C:20]=34)=[O:15])=[CH:11][N:10]([CH2:25][C:26]([OH:28])=O)[N:9]=2)[CH:7]=1.Cl.[CH3:34][N:35]([CH3:45])[C:36](=[O:44])[CH2:37][N:38]1[CH2:43][CH2:42][NH:41][CH2:40][CH2:39]1.CCN(C(C)C)C(C)C.CN(C(ON1N=NC2C=CC=NC1=2)=[N+](C)C)C.F[P-](F)(F)(F)(F)F. (2) Given the product [C:10]1(=[O:11])[NH:6][C:7](=[O:16])[C:8]2=[CH:15][CH:14]=[CH:13][CH:12]=[C:9]12, predict the reactants needed to synthesize it. The reactants are: [H-].[Na+].OCC[N:6]1[C:10](=[O:11])[C:9]2=[CH:12][CH:13]=[CH:14][CH:15]=[C:8]2[C:7]1=[O:16].[H][H].C(OC(OCC)CBr)C. (3) Given the product [N:14]1([C:2]2[CH:3]=[C:4]([CH:7]=[CH:8][C:9]=2[C:10]([F:13])([F:12])[F:11])[C:5]#[N:6])[CH2:19][CH2:18][CH2:17][CH2:16][CH2:15]1, predict the reactants needed to synthesize it. The reactants are: F[C:2]1[CH:3]=[C:4]([CH:7]=[CH:8][C:9]=1[C:10]([F:13])([F:12])[F:11])[C:5]#[N:6].[NH:14]1[CH2:19][CH2:18][CH2:17][CH2:16][CH2:15]1.C(OC(=O)C)C. (4) The reactants are: Br[C:2]1[N:3]=[C:4]2[N:11]([CH2:12][C:13]3[CH:18]=[CH:17][C:16]([O:19][CH3:20])=[CH:15][C:14]=3[O:21][CH3:22])[C:10](=[O:23])[CH2:9][N:8]([C:24]([NH:26][CH:27]([C:30]3[CH:35]=[CH:34][C:33]([O:36][C:37]([F:40])([F:39])[F:38])=[CH:32][CH:31]=3)[CH2:28][CH3:29])=[O:25])[C:5]2=[N:6][CH:7]=1.O1CCCC1. Given the product [CH3:22][O:21][C:14]1[CH:15]=[C:16]([O:19][CH3:20])[CH:17]=[CH:18][C:13]=1[CH2:12][N:11]1[C:4]2[C:5](=[N:6][CH:7]=[CH:2][N:3]=2)[N:8]([C:24]([NH:26][CH:27]([C:30]2[CH:31]=[CH:32][C:33]([O:36][C:37]([F:38])([F:40])[F:39])=[CH:34][CH:35]=2)[CH2:28][CH3:29])=[O:25])[CH2:9][C:10]1=[O:23], predict the reactants needed to synthesize it. (5) Given the product [CH2:1]([O:3][C:4](=[O:10])[CH2:5][C:6]1([CH2:14][N+:11]([O-:13])=[O:12])[CH2:9][CH2:8][CH2:7]1)[CH3:2], predict the reactants needed to synthesize it. The reactants are: [CH2:1]([O:3][C:4](=[O:10])[CH:5]=[C:6]1[CH2:9][CH2:8][CH2:7]1)[CH3:2].[N+:11]([CH3:14])([O-:13])=[O:12].[F-].C([N+](CCCC)(CCCC)CCCC)CCC.